Task: Predict the reactants needed to synthesize the given product.. Dataset: Full USPTO retrosynthesis dataset with 1.9M reactions from patents (1976-2016) (1) Given the product [ClH:53].[CH2:1]([O:3][CH2:4][CH2:5][O:6][C:7]1[CH:8]=[C:9]([CH3:37])[C:10]([C:14]2[CH:19]=[CH:18][CH:17]=[C:16]([CH2:20][NH:21][C:22]3[CH:27]=[CH:26][C:25]([CH:28]4[CH2:30][CH:29]4[C:31]([OH:33])=[O:32])=[C:24]([F:36])[CH:23]=3)[CH:15]=2)=[C:11]([CH3:13])[CH:12]=1)[CH3:2], predict the reactants needed to synthesize it. The reactants are: [CH2:1]([O:3][CH2:4][CH2:5][O:6][C:7]1[CH:12]=[C:11]([CH3:13])[C:10]([C:14]2[CH:19]=[CH:18][CH:17]=[C:16]([CH2:20][NH:21][C:22]3[CH:27]=[CH:26][C:25]([CH:28]4[CH2:30][CH:29]4[C:31]([O:33]CC)=[O:32])=[C:24]([F:36])[CH:23]=3)[CH:15]=2)=[C:9]([CH3:37])[CH:8]=1)[CH3:2].[OH-].[Na+].C(O)(=O)CC(CC(O)=O)(C(O)=O)O.[ClH:53].C(OCC)(=O)C. (2) Given the product [Cl:15][C:16]1[CH:21]=[CH:20][C:19]([S:22]([N:3]([CH2:1][CH3:2])[C:4]2[CH:9]=[CH:8][CH:7]=[CH:6][CH:5]=2)(=[O:24])=[O:23])=[CH:18][C:17]=1[N+:26]([O-:28])=[O:27], predict the reactants needed to synthesize it. The reactants are: [CH2:1]([NH:3][C:4]1[CH:9]=[CH:8][CH:7]=[CH:6][CH:5]=1)[CH3:2].C(=O)([O-])O.[Na+].[Cl:15][C:16]1[CH:21]=[CH:20][C:19]([S:22](Cl)(=[O:24])=[O:23])=[CH:18][C:17]=1[N+:26]([O-:28])=[O:27].